Dataset: Peptide-MHC class II binding affinity with 134,281 pairs from IEDB. Task: Regression. Given a peptide amino acid sequence and an MHC pseudo amino acid sequence, predict their binding affinity value. This is MHC class II binding data. (1) The peptide sequence is ISGSSARYDVALSEQ. The MHC is DRB1_0701 with pseudo-sequence DRB1_0701. The binding affinity (normalized) is 0.237. (2) The peptide sequence is QLALHKMKSSDAREE. The MHC is DRB1_0301 with pseudo-sequence DRB1_0301. The binding affinity (normalized) is 0.149. (3) The peptide sequence is VSGAAVVSGFVVASL. The MHC is HLA-DPA10201-DPB10101 with pseudo-sequence HLA-DPA10201-DPB10101. The binding affinity (normalized) is 0.343. (4) The peptide sequence is DEELLKAVRIIKILYQSNP. The MHC is DRB1_0802 with pseudo-sequence DRB1_0802. The binding affinity (normalized) is 0.792. (5) The peptide sequence is GGSLRLSCAASGFTF. The MHC is DRB1_1501 with pseudo-sequence DRB1_1501. The binding affinity (normalized) is 0.464. (6) The peptide sequence is VEFEPPHAATIRVLA. The binding affinity (normalized) is 0.578. The MHC is HLA-DQA10102-DQB10501 with pseudo-sequence HLA-DQA10102-DQB10501. (7) The peptide sequence is RFYKTLRAEQASQ. The MHC is DRB5_0101 with pseudo-sequence DRB5_0101. The binding affinity (normalized) is 0.598.